This data is from Acute oral toxicity (LD50) regression data from Zhu et al.. The task is: Regression/Classification. Given a drug SMILES string, predict its toxicity properties. Task type varies by dataset: regression for continuous values (e.g., LD50, hERG inhibition percentage) or binary classification for toxic/non-toxic outcomes (e.g., AMES mutagenicity, cardiotoxicity, hepatotoxicity). Dataset: ld50_zhu. (1) The molecule is C=CC(=O)OCCOC. The rat oral LD50 is 2.51, given as -log10 of the dose in mol/kg body weight (higher means more acutely toxic). (2) The compound is O=[N+]([O-])c1cc2c(ccc3ccccc32)o1. The rat oral LD50 is 2.69, given as -log10 of the dose in mol/kg body weight (higher means more acutely toxic). (3) The drug is Fc1c(Cl)c(Br)c2nc(C(F)(F)F)[nH]c2c1Cl. The rat oral LD50 is 4.75, given as -log10 of the dose in mol/kg body weight (higher means more acutely toxic). (4) The molecule is COP(=S)(OC)Oc1ccc([N+](=O)[O-])c(C(F)(F)F)c1. The rat oral LD50 is 3.12, given as -log10 of the dose in mol/kg body weight (higher means more acutely toxic). (5) The molecule is CCCCCCCC(=O)NO. The rat oral LD50 is 1.17, given as -log10 of the dose in mol/kg body weight (higher means more acutely toxic). (6) The compound is CN(N=O)c1ccncc1. The rat oral LD50 is 2.84, given as -log10 of the dose in mol/kg body weight (higher means more acutely toxic). (7) The drug is COP(=O)(N=C1SCC(C)S1)OC. The rat oral LD50 is 3.84, given as -log10 of the dose in mol/kg body weight (higher means more acutely toxic). (8) The compound is COc1ccc2c(c1)c(CC(=O)OCOC(=O)c1ccccc1)c(C)n2C(=O)c1ccc(Cl)cc1. The rat oral LD50 is 3.83, given as -log10 of the dose in mol/kg body weight (higher means more acutely toxic). (9) The compound is COP(=S)(OC)SCC(=O)N1CCOCC1. The rat oral LD50 is 3.18, given as -log10 of the dose in mol/kg body weight (higher means more acutely toxic). (10) The compound is CN(c1ccc(F)cc1F)c1c([N+](=O)[O-])cc([N+](=O)[O-])cc1C(F)(F)F. The rat oral LD50 is 3.18, given as -log10 of the dose in mol/kg body weight (higher means more acutely toxic).